From a dataset of TCR-epitope binding with 47,182 pairs between 192 epitopes and 23,139 TCRs. Binary Classification. Given a T-cell receptor sequence (or CDR3 region) and an epitope sequence, predict whether binding occurs between them. (1) The epitope is IQYIDIGNY. The TCR CDR3 sequence is CASSQVAESSTDTQYF. Result: 0 (the TCR does not bind to the epitope). (2) The epitope is FLYNLLTRV. The TCR CDR3 sequence is CASSYGTSTNEQFF. Result: 1 (the TCR binds to the epitope). (3) Result: 1 (the TCR binds to the epitope). The TCR CDR3 sequence is CSVMRTDFDQYF. The epitope is IPSINVHHY. (4) The epitope is KAYNVTQAF. The TCR CDR3 sequence is CASSYDRDEQYF. Result: 1 (the TCR binds to the epitope). (5) The epitope is GPGHKARVL. The TCR CDR3 sequence is CAQPVVYSYEQYF. Result: 1 (the TCR binds to the epitope).